Dataset: Catalyst prediction with 721,799 reactions and 888 catalyst types from USPTO. Task: Predict which catalyst facilitates the given reaction. (1) Reactant: CS(O[CH2:6][CH2:7][NH:8][C:9]([O:11][CH2:12][C:13]1[CH:18]=[CH:17][CH:16]=[CH:15][CH:14]=1)=[O:10])(=O)=O.[NH2:19][CH2:20][CH:21]([OH:31])[CH2:22][NH:23][C:24](=[O:30])[O:25][C:26]([CH3:29])([CH3:28])[CH3:27].C(=O)([O-])[O-].[K+].[K+]. Product: [CH2:12]([O:11][C:9](=[O:10])[NH:8][CH2:7][CH2:6][NH:19][CH2:20][CH:21]([OH:31])[CH2:22][NH:23][C:24]([O:25][C:26]([CH3:28])([CH3:27])[CH3:29])=[O:30])[C:13]1[CH:18]=[CH:17][CH:16]=[CH:15][CH:14]=1. The catalyst class is: 10. (2) Reactant: [Br:1][C:2]1[C:7]([C:8]([OH:10])=[O:9])=[C:6]([F:11])[C:5]([O:12][CH3:13])=[CH:4][CH:3]=1.[C:14](=O)([O-])[O-].[Cs+].[Cs+].CI. Product: [Br:1][C:2]1[C:7]([C:8]([O:10][CH3:14])=[O:9])=[C:6]([F:11])[C:5]([O:12][CH3:13])=[CH:4][CH:3]=1. The catalyst class is: 10.